Dataset: Peptide-MHC class I binding affinity with 185,985 pairs from IEDB/IMGT. Task: Regression. Given a peptide amino acid sequence and an MHC pseudo amino acid sequence, predict their binding affinity value. This is MHC class I binding data. (1) The peptide sequence is IRFEPGDET. The MHC is Mamu-B08 with pseudo-sequence Mamu-B08. The binding affinity (normalized) is 0.0460. (2) The peptide sequence is RILHNFAYSL. The MHC is Mamu-B52 with pseudo-sequence Mamu-B52. The binding affinity (normalized) is 0.